Predict the reactants needed to synthesize the given product. From a dataset of Full USPTO retrosynthesis dataset with 1.9M reactions from patents (1976-2016). Given the product [CH:11]([NH:1][CH2:2][C:3]([O-:5])=[O:4])([CH3:13])[CH3:10].[K+:7], predict the reactants needed to synthesize it. The reactants are: [NH2:1][CH2:2][C:3]([OH:5])=[O:4].[OH-].[K+:7].[H][H].[CH3:10][C:11]([CH3:13])=O.